This data is from Full USPTO retrosynthesis dataset with 1.9M reactions from patents (1976-2016). The task is: Predict the reactants needed to synthesize the given product. (1) Given the product [CH2:1]([O:8][C:9]1[C:14]([O:15][CH3:16])=[CH:13][C:12]([C:17]2[N:21]=[C:20]([CH3:22])[O:19][N:18]=2)=[C:11]([CH:29]([OH:33])[CH:30]([CH3:32])[CH3:31])[CH:10]=1)[C:2]1[CH:7]=[CH:6][CH:5]=[CH:4][CH:3]=1, predict the reactants needed to synthesize it. The reactants are: [CH2:1]([O:8][C:9]1[C:14]([O:15][CH3:16])=[CH:13][C:12]([C:17]2[N:21]=[C:20]([CH3:22])[O:19][N:18]=2)=[C:11](I)[CH:10]=1)[C:2]1[CH:7]=[CH:6][CH:5]=[CH:4][CH:3]=1.C([Mg]Cl)(C)C.[CH:29](=[O:33])[CH:30]([CH3:32])[CH3:31].Cl. (2) Given the product [Cl:1][C:2]1[N:7]=[C:6]([NH:8][CH2:9][CH3:10])[C:5]([CH:11]=[O:12])=[CH:4][N:3]=1, predict the reactants needed to synthesize it. The reactants are: [Cl:1][C:2]1[N:7]=[C:6]([NH:8][CH2:9][CH3:10])[C:5]([CH2:11][OH:12])=[CH:4][N:3]=1. (3) Given the product [OH:11][N:12]=[C:8]([C:3]1[CH:4]=[N:5][CH:6]=[CH:7][C:2]=1[CH3:1])[NH2:9], predict the reactants needed to synthesize it. The reactants are: [CH3:1][C:2]1[CH:7]=[CH:6][N:5]=[CH:4][C:3]=1[C:8]#[N:9].[Cl-].[OH:11][NH3+:12].C(N(CC)CC)C. (4) Given the product [C:1]([O:4][CH2:5][C:6]([CH3:46])([CH3:45])[CH2:7][N:8]1[C:14]2[CH:15]=[CH:16][C:17]([Cl:19])=[CH:18][C:13]=2[C@@H:12]([C:20]2[CH:25]=[CH:24][CH:23]=[C:22]([O:26][CH3:27])[C:21]=2[O:28][CH3:29])[O:11][C@H:10]([CH2:30][C:31]2[S:56][C:41]([CH3:42])=[C:34]([CH2:35][CH2:36][C:37]([O:39][CH3:40])=[O:38])[N:33]=2)[C:9]1=[O:44])(=[O:3])[CH3:2], predict the reactants needed to synthesize it. The reactants are: [C:1]([O:4][CH2:5][C:6]([CH3:46])([CH3:45])[CH2:7][N:8]1[C:14]2[CH:15]=[CH:16][C:17]([Cl:19])=[CH:18][C:13]=2[C@@H:12]([C:20]2[CH:25]=[CH:24][CH:23]=[C:22]([O:26][CH3:27])[C:21]=2[O:28][CH3:29])[O:11][C@H:10]([CH2:30][C:31]([NH:33][C@H:34]([C:41](=O)[CH3:42])[CH2:35][CH2:36][C:37]([O:39][CH3:40])=[O:38])=O)[C:9]1=[O:44])(=[O:3])[CH3:2].COC1C=CC(P2(SP(C3C=CC(OC)=CC=3)(=S)S2)=[S:56])=CC=1. (5) Given the product [CH3:1][N:2]([C:12]1[CH:17]=[CH:16][C:15]([C:18]([OH:23])([C:19]([F:21])([F:22])[F:20])[C:27]#[C:26][C:25]([F:29])([F:28])[F:24])=[CH:14][CH:13]=1)[S:3]([C:6]1[CH:7]=[CH:8][CH:9]=[CH:10][CH:11]=1)(=[O:5])=[O:4], predict the reactants needed to synthesize it. The reactants are: [CH3:1][N:2]([C:12]1[CH:17]=[CH:16][C:15]([C:18](=[O:23])[C:19]([F:22])([F:21])[F:20])=[CH:14][CH:13]=1)[S:3]([C:6]1[CH:11]=[CH:10][CH:9]=[CH:8][CH:7]=1)(=[O:5])=[O:4].[F:24][C:25]([F:29])([F:28])[C:26]#[CH:27]. (6) Given the product [Br:19][C:12]1[C:8]2[NH:9][C:10]3[CH:11]=[C:3]([C:2]([F:1])([F:17])[F:18])[CH:4]=[CH:5][C:6]=3[C:7]=2[C:15]([OH:16])=[N:14][CH:13]=1, predict the reactants needed to synthesize it. The reactants are: [F:1][C:2]([F:18])([F:17])[C:3]1[CH:4]=[CH:5][C:6]2[C:7]3[C:15]([OH:16])=[N:14][CH:13]=[CH:12][C:8]=3[NH:9][C:10]=2[CH:11]=1.[Br:19]Br.CCOC(C)=O.C([O-])(O)=O.[Na+]. (7) The reactants are: [S:1]1[CH:5]=[CH:4][C:3]2[C:6](=O)[CH2:7][CH2:8][C:2]1=2.[Cl:10][C:11]1[CH:16]=[CH:15][CH:14]=[CH:13][C:12]=1[N:17]=[C:18]=S.C[Si](C)(C)[Si](C)(C)C.[Li].O.[NH2:30][NH2:31]. Given the product [Cl:10][C:11]1[CH:16]=[CH:15][CH:14]=[CH:13][C:12]=1[NH:17][C:18]1[C:7]2[CH2:8][C:2]3[S:1][CH:5]=[CH:4][C:3]=3[C:6]=2[NH:31][N:30]=1, predict the reactants needed to synthesize it. (8) Given the product [F:1][C:2]1[CH:7]=[CH:6][C:5]([NH:8][C:9]2[C:10]3[C:17]([CH3:18])=[C:16]([C:19]([OH:21])=[O:20])[S:15][C:11]=3[N:12]=[CH:13][N:14]=2)=[C:4]([O:23][CH:24]2[CH2:25][CH2:26][O:27][CH2:28][CH2:29]2)[CH:3]=1, predict the reactants needed to synthesize it. The reactants are: [F:1][C:2]1[CH:7]=[CH:6][C:5]([NH:8][C:9]2[C:10]3[C:17]([CH3:18])=[C:16]([C:19]([O:21]C)=[O:20])[S:15][C:11]=3[N:12]=[CH:13][N:14]=2)=[C:4]([O:23][CH:24]2[CH2:29][CH2:28][O:27][CH2:26][CH2:25]2)[CH:3]=1.O.[OH-].[Li+].Cl.